Dataset: Peptide-MHC class I binding affinity with 185,985 pairs from IEDB/IMGT. Task: Regression. Given a peptide amino acid sequence and an MHC pseudo amino acid sequence, predict their binding affinity value. This is MHC class I binding data. (1) The peptide sequence is VTHPLTPL. The MHC is H-2-Kb with pseudo-sequence H-2-Kb. The binding affinity (normalized) is 0.556. (2) The binding affinity (normalized) is 0.500. The peptide sequence is NSSYWRQGY. The MHC is HLA-B15:17 with pseudo-sequence HLA-B15:17. (3) The peptide sequence is ILKINSVKYY. The MHC is HLA-A03:01 with pseudo-sequence HLA-A03:01. The binding affinity (normalized) is 0.0988. (4) The peptide sequence is GNPECDSLL. The MHC is Mamu-A01 with pseudo-sequence Mamu-A01. The binding affinity (normalized) is 0.240.